This data is from Reaction yield outcomes from USPTO patents with 853,638 reactions. The task is: Predict the reaction yield, written as a fraction of the theoretical maximum amount of product (1.0 means a 100% yield; for example, 0.34 means a 34% yield). (1) The reactants are [CH3:1][O:2][C:3]1[CH:4]=[C:5]2[C:9](=[CH:10][CH:11]=1)[NH:8][C:7](=[O:12])[C:6]2=[CH:13][C:14]1[CH:22]=[C:21]2[C:17]([C:18](/[CH:23]=[CH:24]/[C:25]3[CH:26]=[N:27][C:28]([N:31]4[CH2:36][CH2:35][N:34]([CH3:37])[CH2:33][CH2:32]4)=[CH:29][CH:30]=3)=[N:19][NH:20]2)=[CH:16][CH:15]=1.[CH3:38]CN(CC)CC.CCOCC.C(Cl)Cl. The catalyst is C(Cl)(Cl)Cl.CO. The product is [CH3:1][O:2][C:3]1[CH:4]=[C:5]2[C:9](=[CH:10][CH:11]=1)[NH:8][C:7](=[O:12])[C@@:6]12[CH2:38][C@@H:13]1[C:14]1[CH:22]=[C:21]2[C:17]([C:18](/[CH:23]=[CH:24]/[C:25]3[CH:26]=[N:27][C:28]([N:31]4[CH2:36][CH2:35][N:34]([CH3:37])[CH2:33][CH2:32]4)=[CH:29][CH:30]=3)=[N:19][NH:20]2)=[CH:16][CH:15]=1. The yield is 0.0400. (2) The reactants are C(N([CH2:6][CH3:7])CC)C.[C:8](Cl)(=[O:15])[C:9]1[CH:14]=[CH:13][CH:12]=[CH:11][CH:10]=1.O.[CH2:18]1[CH2:22][O:21][CH2:20][CH2:19]1. The catalyst is Cl[Pd](Cl)([P](C1C=CC=CC=1)(C1C=CC=CC=1)C1C=CC=CC=1)[P](C1C=CC=CC=1)(C1C=CC=CC=1)C1C=CC=CC=1.[Cu]I. The product is [CH2:22]([O:21][CH2:20][C:6]#[C:7][C:8]([C:9]1[CH:14]=[CH:13][CH:12]=[CH:11][CH:10]=1)=[O:15])[CH:18]=[CH:19][C:9]1[CH:14]=[CH:13][CH:12]=[CH:11][CH:10]=1. The yield is 0.690. (3) The reactants are [Cl-].[Al+3].[Cl-].[Cl-].[CH2:5]([C:12]1[CH:17]=[CH:16][CH:15]=[CH:14][C:13]=1[N:18]=[C:19]=[O:20])[C:6]1[CH:11]=[CH:10][CH:9]=[CH:8][CH:7]=1. The catalyst is CC1C=CC=CC=1C. The product is [CH:17]1[C:12]2[CH2:5][C:6]3[CH:7]=[CH:8][CH:9]=[CH:10][C:11]=3[C:19](=[O:20])[NH:18][C:13]=2[CH:14]=[CH:15][CH:16]=1. The yield is 0.340. (4) The yield is 0.0500. No catalyst specified. The product is [CH3:31][N:22]1[CH2:21][CH2:20][C:18]2[N:19]=[C:14]([NH:13][C:10]3[CH:9]=[CH:8][C:7]([N:3]4[CH:4]=[CH:5][N:6]=[C:2]4[CH3:1])=[CH:12][CH:11]=3)[N:15]=[C:16]([CH2:24][CH:25]3[CH2:30][CH2:29][O:28][CH2:27][CH2:26]3)[C:17]=2[CH2:23]1. The reactants are [CH3:1][C:2]1[N:3]([C:7]2[CH:12]=[CH:11][C:10]([NH:13][C:14]3[N:15]=[C:16]([CH2:24][CH:25]4[CH2:30][CH2:29][O:28][CH2:27][CH2:26]4)[C:17]4[CH2:23][NH:22][CH2:21][CH2:20][C:18]=4[N:19]=3)=[CH:9][CH:8]=2)[CH:4]=[CH:5][N:6]=1.[CH2:31]=O. (5) The reactants are [C:1]([O:5][C:6]([N:8]1[CH2:13][CH2:12][CH:11]([O:14][C:15]2[CH:20]=[CH:19][C:18]([N+:21]([O-])=O)=[C:17]([CH3:24])[CH:16]=2)[CH2:10][CH2:9]1)=[O:7])([CH3:4])([CH3:3])[CH3:2]. The catalyst is CO.[Pd]. The product is [C:1]([O:5][C:6]([N:8]1[CH2:13][CH2:12][CH:11]([O:14][C:15]2[CH:20]=[CH:19][C:18]([NH2:21])=[C:17]([CH3:24])[CH:16]=2)[CH2:10][CH2:9]1)=[O:7])([CH3:4])([CH3:3])[CH3:2]. The yield is 0.990. (6) The reactants are [C:1]([O:5][C:6]([NH:8][C@H:9]1[CH2:14][O:13][C@H:12]([CH2:15][C:16](O)=[O:17])[CH2:11][CH2:10]1)=[O:7])([CH3:4])([CH3:3])[CH3:2].CO. The catalyst is O1CCCC1. The product is [C:1]([O:5][C:6](=[O:7])[NH:8][C@@H:9]1[CH2:10][CH2:11][C@@H:12]([CH2:15][CH2:16][OH:17])[O:13][CH2:14]1)([CH3:4])([CH3:2])[CH3:3]. The yield is 0.990. (7) The reactants are Br[C:2]1[CH:7]=[C:6]([N+:8]([O-:10])=[O:9])[CH:5]=[CH:4][C:3]=1[C:11]([CH3:14])([CH3:13])[CH3:12].[CH3:15][N:16](C=O)C. The catalyst is O.[C-]#N.[C-]#N.[Zn+2].C1C=CC([P]([Pd]([P](C2C=CC=CC=2)(C2C=CC=CC=2)C2C=CC=CC=2)([P](C2C=CC=CC=2)(C2C=CC=CC=2)C2C=CC=CC=2)[P](C2C=CC=CC=2)(C2C=CC=CC=2)C2C=CC=CC=2)(C2C=CC=CC=2)C2C=CC=CC=2)=CC=1. The product is [C:11]([C:3]1[CH:4]=[CH:5][C:6]([N+:8]([O-:10])=[O:9])=[CH:7][C:2]=1[C:15]#[N:16])([CH3:14])([CH3:13])[CH3:12]. The yield is 0.800. (8) The reactants are [F:1][C:2]1[CH:7]=[CH:6][CH:5]=[CH:4][C:3]=1[N:8]=[C:9]=[O:10].[NH2:11][C:12]1[C:13]2[C:20]([C:21]([C:23]3[CH:28]=[CH:27][N:26]=[C:25]([NH2:29])[CH:24]=3)=[O:22])=[CH:19][N:18]([CH:30]([CH3:32])[CH3:31])[C:14]=2[N:15]=[CH:16][N:17]=1. The catalyst is N1C=CC=CC=1. The product is [NH2:11][C:12]1[C:13]2[C:20]([C:21]([C:23]3[CH:28]=[CH:27][N:26]=[C:25]([NH:29][C:9]([NH:8][C:3]4[CH:4]=[CH:5][CH:6]=[CH:7][C:2]=4[F:1])=[O:10])[CH:24]=3)=[O:22])=[CH:19][N:18]([CH:30]([CH3:32])[CH3:31])[C:14]=2[N:15]=[CH:16][N:17]=1. The yield is 0.550.